From a dataset of NCI-60 drug combinations with 297,098 pairs across 59 cell lines. Regression. Given two drug SMILES strings and cell line genomic features, predict the synergy score measuring deviation from expected non-interaction effect. (1) Drug 1: C1=C(C(=O)NC(=O)N1)F. Drug 2: C1CN(P(=O)(OC1)NCCCl)CCCl. Cell line: MALME-3M. Synergy scores: CSS=36.8, Synergy_ZIP=4.59, Synergy_Bliss=2.81, Synergy_Loewe=-6.50, Synergy_HSA=3.92. (2) Drug 1: CCC1=CC2CC(C3=C(CN(C2)C1)C4=CC=CC=C4N3)(C5=C(C=C6C(=C5)C78CCN9C7C(C=CC9)(C(C(C8N6C)(C(=O)OC)O)OC(=O)C)CC)OC)C(=O)OC.C(C(C(=O)O)O)(C(=O)O)O. Drug 2: C1CNP(=O)(OC1)N(CCCl)CCCl. Cell line: OVCAR3. Synergy scores: CSS=61.6, Synergy_ZIP=6.17, Synergy_Bliss=6.11, Synergy_Loewe=-63.4, Synergy_HSA=0.647. (3) Drug 1: C1=CC(=CC=C1C#N)C(C2=CC=C(C=C2)C#N)N3C=NC=N3. Drug 2: C1=NC2=C(N1)C(=S)N=CN2. Cell line: NCI-H522. Synergy scores: CSS=53.5, Synergy_ZIP=-0.315, Synergy_Bliss=1.32, Synergy_Loewe=-7.68, Synergy_HSA=0.00111. (4) Drug 1: CN1CCC(CC1)COC2=C(C=C3C(=C2)N=CN=C3NC4=C(C=C(C=C4)Br)F)OC. Drug 2: CCCS(=O)(=O)NC1=C(C(=C(C=C1)F)C(=O)C2=CNC3=C2C=C(C=N3)C4=CC=C(C=C4)Cl)F. Cell line: SK-MEL-2. Synergy scores: CSS=2.31, Synergy_ZIP=1.31, Synergy_Bliss=5.02, Synergy_Loewe=-0.194, Synergy_HSA=0.321. (5) Drug 1: C1=NC(=NC(=O)N1C2C(C(C(O2)CO)O)O)N. Drug 2: CC1CCCC2(C(O2)CC(NC(=O)CC(C(C(=O)C(C1O)C)(C)C)O)C(=CC3=CSC(=N3)C)C)C. Cell line: CCRF-CEM. Synergy scores: CSS=76.2, Synergy_ZIP=-2.34, Synergy_Bliss=1.13, Synergy_Loewe=-0.168, Synergy_HSA=2.15. (6) Drug 1: C1=CN(C=N1)CC(O)(P(=O)(O)O)P(=O)(O)O. Drug 2: C1C(C(OC1N2C=NC3=C2NC=NCC3O)CO)O. Cell line: NCI-H460. Synergy scores: CSS=-2.86, Synergy_ZIP=3.61, Synergy_Bliss=4.30, Synergy_Loewe=-3.00, Synergy_HSA=-2.69. (7) Drug 1: C(CCl)NC(=O)N(CCCl)N=O. Drug 2: CC1C(C(CC(O1)OC2CC(CC3=C2C(=C4C(=C3O)C(=O)C5=C(C4=O)C(=CC=C5)OC)O)(C(=O)CO)O)N)O.Cl. Cell line: HCT-15. Synergy scores: CSS=34.3, Synergy_ZIP=-2.04, Synergy_Bliss=-0.267, Synergy_Loewe=-10.3, Synergy_HSA=2.70.